From a dataset of Human liver microsome stability data. Regression/Classification. Given a drug SMILES string, predict its absorption, distribution, metabolism, or excretion properties. Task type varies by dataset: regression for continuous measurements (e.g., permeability, clearance, half-life) or binary classification for categorical outcomes (e.g., BBB penetration, CYP inhibition). Dataset: hlm. (1) The drug is c1cc2c3c(cccc3c1)C(N1CCC(c3c[nH]c4ncccc34)CC1)C2. The result is 1 (stable in human liver microsomes). (2) The drug is CC(C)(C)c1ccc(-c2ccnc(C#N)c2)cc1. The result is 1 (stable in human liver microsomes). (3) The drug is COc1ccc(C(N)c2nc(O)c3cc(-c4cn[nH]c4)ccc3n2)cc1. The result is 0 (unstable in human liver microsomes).